From a dataset of Full USPTO retrosynthesis dataset with 1.9M reactions from patents (1976-2016). Predict the reactants needed to synthesize the given product. (1) Given the product [Cl:1][C:2]1[CH:29]=[C:28]([N:30]([CH3:31])[C:38](=[O:43])[C:39]([CH3:42])([CH3:41])[CH3:40])[CH:27]=[CH:26][C:3]=1[CH2:4][N:5]1[C:9]2=[N:10][C:11]([C:14](=[O:24])[NH:15][S:16]([CH2:19][CH2:20][CH2:21][CH2:22][CH3:23])(=[O:18])=[O:17])=[CH:12][CH:13]=[C:8]2[N:7]=[C:6]1[CH3:25], predict the reactants needed to synthesize it. The reactants are: [Cl:1][C:2]1[CH:29]=[C:28]([NH:30][CH3:31])[CH:27]=[CH:26][C:3]=1[CH2:4][N:5]1[C:9]2=[N:10][C:11]([C:14](=[O:24])[NH:15][S:16]([CH2:19][CH2:20][CH2:21][CH2:22][CH3:23])(=[O:18])=[O:17])=[CH:12][CH:13]=[C:8]2[N:7]=[C:6]1[CH3:25].N1C=CC=CC=1.[C:38](Cl)(=[O:43])[C:39]([CH3:42])([CH3:41])[CH3:40]. (2) The reactants are: CCN=C=NCCCN(C)C.[F:12][C:13]1[CH:14]=[C:15]2[C:19](=[CH:20][CH:21]=1)[N:18]([CH3:22])[C:17]([C:23]([OH:25])=O)=[CH:16]2.[NH2:26][C@H:27]([C:31]([NH:33][CH:34]([CH:43]([OH:46])[CH2:44][F:45])[CH2:35][C:36]([O:38][C:39]([CH3:42])([CH3:41])[CH3:40])=[O:37])=[O:32])[CH:28]([CH3:30])[CH3:29]. Given the product [F:12][C:13]1[CH:14]=[C:15]2[C:19](=[CH:20][CH:21]=1)[N:18]([CH3:22])[C:17]([C:23]([NH:26][C@H:27]([C:31]([NH:33][CH:34]([CH:43]([OH:46])[CH2:44][F:45])[CH2:35][C:36]([O:38][C:39]([CH3:40])([CH3:41])[CH3:42])=[O:37])=[O:32])[CH:28]([CH3:29])[CH3:30])=[O:25])=[CH:16]2, predict the reactants needed to synthesize it. (3) The reactants are: C[O-].[Na+].Cl.[NH2:5][OH:6].[C:7]([C:9]1[CH:10]=[CH:11][C:12]([Cl:15])=[N:13][CH:14]=1)#[N:8]. Given the product [Cl:15][C:12]1[N:13]=[CH:14][C:9]([C:7](=[N:5][OH:6])[NH2:8])=[CH:10][CH:11]=1, predict the reactants needed to synthesize it. (4) The reactants are: [OH:1][C@@H:2]1[CH2:6][CH2:5][N:4]([C:7]([C:9]2[CH:14]=[CH:13][C:12]([O:15][C:16]([F:19])([F:18])[F:17])=[CH:11][CH:10]=2)=[O:8])[C@H:3]1[C:20]([NH:22][O:23]CC1C=CC=CC=1)=[O:21]. Given the product [OH:1][C@@H:2]1[CH2:6][CH2:5][N:4]([C:7]([C:9]2[CH:14]=[CH:13][C:12]([O:15][C:16]([F:17])([F:18])[F:19])=[CH:11][CH:10]=2)=[O:8])[C@H:3]1[C:20]([NH:22][OH:23])=[O:21], predict the reactants needed to synthesize it.